From a dataset of hERG Central: cardiac toxicity at 1µM, 10µM, and general inhibition. Predict hERG channel inhibition at various concentrations. (1) The compound is CCOc1ccc(CN2CCN(CCCc3ccccc3)CC2CCO)cc1. Results: hERG_inhib (hERG inhibition (general)): blocker. (2) Results: hERG_inhib (hERG inhibition (general)): blocker. The molecule is Cc1c(-c2ccccc2)oc2c(C(=O)N3CCN(c4ccc([N+](=O)[O-])cc4)CC3)cccc2c1=O. (3) The compound is Cc1csc(NC(=O)CSc2nnc(-c3ccoc3C)n2Cc2ccco2)n1. Results: hERG_inhib (hERG inhibition (general)): blocker. (4) The compound is CCCCCC#CCN1CCN(C23CC4CC(CC(C4)C2)C3)CC1. Results: hERG_inhib (hERG inhibition (general)): blocker. (5) The drug is CCc1ccc(CN2CCC(n3nccc3NC(=O)c3ccccc3C)CC2)cc1. Results: hERG_inhib (hERG inhibition (general)): blocker. (6) The drug is COc1ccc(CC(C)N2CCN(c3cccc(C(F)(F)F)c3)CC2)cc1OC. Results: hERG_inhib (hERG inhibition (general)): blocker.